This data is from Forward reaction prediction with 1.9M reactions from USPTO patents (1976-2016). The task is: Predict the product of the given reaction. (1) Given the reactants [C:1]([CH2:3][C:4]1[CH:5]=[C:6]([C:10](O)=[O:11])[S:7][C:8]=1[CH3:9])#[N:2], predict the reaction product. The product is: [OH:11][CH2:10][C:6]1[S:7][C:8]([CH3:9])=[C:4]([CH2:3][C:1]#[N:2])[CH:5]=1. (2) Given the reactants CON(C)[C:4]([C:6]1[C:15](=[O:16])[C:14]2[C:9](=[CH:10][CH:11]=[CH:12][CH:13]=2)[N:8]([CH2:17][C:18]2[CH:23]=[CH:22][CH:21]=[C:20]([Br:24])[N:19]=2)[CH:7]=1)=[O:5].I[C:27]1[N:32]=[C:31]([CH3:33])[C:30]([O:34][CH3:35])=[CH:29][CH:28]=1.C([Mg]Cl)(C)C, predict the reaction product. The product is: [Br:24][C:20]1[N:19]=[C:18]([CH2:17][N:8]2[C:9]3[C:14](=[CH:13][CH:12]=[CH:11][CH:10]=3)[C:15](=[O:16])[C:6]([C:4]([C:27]3[CH:28]=[CH:29][C:30]([O:34][CH3:35])=[C:31]([CH3:33])[N:32]=3)=[O:5])=[CH:7]2)[CH:23]=[CH:22][CH:21]=1. (3) Given the reactants [NH2:1][CH2:2][CH2:3][C:4]1[CH:9]=[CH:8][C:7]([NH2:10])=[CH:6][CH:5]=1.Cl[C:12]1[C:13]2[S:20][CH:19]=[CH:18][C:14]=2[N:15]=[CH:16][N:17]=1.CCN(C(C)C)C(C)C, predict the reaction product. The product is: [NH2:10][C:7]1[CH:8]=[CH:9][C:4]([CH2:3][CH2:2][NH:1][C:12]2[C:13]3[S:20][CH:19]=[CH:18][C:14]=3[N:15]=[CH:16][N:17]=2)=[CH:5][CH:6]=1. (4) The product is: [Cl:15][CH2:14][CH2:13][CH2:12][CH2:11][N:1]1[C:9]2[C:4](=[CH:5][CH:6]=[CH:7][CH:8]=2)[CH:3]=[CH:2]1. Given the reactants [NH:1]1[C:9]2[C:4](=[CH:5][CH:6]=[CH:7][CH:8]=2)[CH:3]=[CH:2]1.Br[CH2:11][CH2:12][CH2:13][CH2:14][Cl:15], predict the reaction product. (5) Given the reactants [CH2:1]([O:4][C:5]1[CH:10]=[CH:9][CH:8]=[C:7](Br)[CH:6]=1)[CH:2]=[CH2:3].C([Li])(C)(C)C.[CH2:17]([N:24]([CH2:37][C:38]1[CH:49]=[CH:48][C:41]([C:42](N(OC)C)=[O:43])=[CH:40][CH:39]=1)[C:25]1[CH:30]=[CH:29][CH:28]=[C:27]([NH:31][S:32]([CH3:35])(=[O:34])=[O:33])[C:26]=1[CH3:36])[C:18]1[CH:23]=[CH:22][CH:21]=[CH:20][CH:19]=1, predict the reaction product. The product is: [CH2:1]([O:4][C:5]1[CH:6]=[C:7]([CH:8]=[CH:9][CH:10]=1)[C:42]([C:41]1[CH:40]=[CH:39][C:38]([CH2:37][N:24]([CH2:17][C:18]2[CH:23]=[CH:22][CH:21]=[CH:20][CH:19]=2)[C:25]2[C:26]([CH3:36])=[C:27]([NH:31][S:32]([CH3:35])(=[O:34])=[O:33])[CH:28]=[CH:29][CH:30]=2)=[CH:49][CH:48]=1)=[O:43])[CH:2]=[CH2:3]. (6) Given the reactants [OH:1][CH:2]([CH2:8][N:9]([CH3:22])[S:10]([C:13]1[CH:18]=[CH:17][CH:16]=[CH:15][C:14]=1[N+:19]([O-:21])=[O:20])(=[O:12])=[O:11])[CH2:3][C:4]([O:6][CH3:7])=[O:5].I[CH3:24].[H-].[Na+], predict the reaction product. The product is: [CH3:22][N:9]([S:10]([C:13]1[CH:18]=[CH:17][CH:16]=[CH:15][C:14]=1[N+:19]([O-:21])=[O:20])(=[O:11])=[O:12])[CH2:8][CH:2]([O:1][CH3:24])[CH2:3][C:4]([O:6][CH3:7])=[O:5]. (7) Given the reactants [C:1]([N:5]1[CH2:9][C@@H:8]([C:10]2[CH:15]=[CH:14][CH:13]=[CH:12][CH:11]=2)[N:7]([CH:16]2[CH2:21][CH2:20][NH:19][CH2:18][CH2:17]2)[C:6]1=[O:22])([CH3:4])([CH3:3])[CH3:2].CCN(C(C)C)C(C)C.[CH3:32][O:33][C:34](=[O:50])[C:35]1[CH:40]=[CH:39][C:38]([S:41][C:42]2[CH:47]=[CH:46][C:45]([CH2:48]Br)=[CH:44][N:43]=2)=[CH:37][CH:36]=1, predict the reaction product. The product is: [CH3:32][O:33][C:34](=[O:50])[C:35]1[CH:40]=[CH:39][C:38]([S:41][C:42]2[CH:47]=[CH:46][C:45]([CH2:48][N:19]3[CH2:20][CH2:21][CH:16]([N:7]4[C@H:8]([C:10]5[CH:15]=[CH:14][CH:13]=[CH:12][CH:11]=5)[CH2:9][N:5]([C:1]([CH3:4])([CH3:2])[CH3:3])[C:6]4=[O:22])[CH2:17][CH2:18]3)=[CH:44][N:43]=2)=[CH:37][CH:36]=1.